Dataset: Catalyst prediction with 721,799 reactions and 888 catalyst types from USPTO. Task: Predict which catalyst facilitates the given reaction. (1) Reactant: [C:1]([O:9][C:10]([CH3:13])([CH3:12])[CH3:11])(=[O:8])[CH2:2][C:3]([O:5][CH2:6][CH3:7])=[O:4].[H-].[Na+].Cl[C:17]1[CH:22]=[CH:21][N:20]=[CH:19][C:18]=1[N+:23]([O-:25])=[O:24]. Product: [N+:23]([C:18]1[CH:19]=[N:20][CH:21]=[CH:22][C:17]=1[CH:2]([C:3]([O:5][CH2:6][CH3:7])=[O:4])[C:1]([O:9][C:10]([CH3:12])([CH3:11])[CH3:13])=[O:8])([O-:25])=[O:24]. The catalyst class is: 1. (2) Reactant: [Cl:1][C:2]1[CH:7]=[CH:6][CH:5]=[CH:4][C:3]=1[C:8]1[CH:9]=[C:10]([F:30])[CH:11]=[C:12]2[C:17]=1[O:16][CH:15]([CH2:18]OS(C1C=CC(C)=CC=1)(=O)=O)[CH2:14][CH2:13]2.[N-:31]=[N+:32]=[N-:33].[Na+]. Product: [N:31]([CH2:18][CH:15]1[CH2:14][CH2:13][C:12]2[C:17](=[C:8]([C:3]3[CH:4]=[CH:5][CH:6]=[CH:7][C:2]=3[Cl:1])[CH:9]=[C:10]([F:30])[CH:11]=2)[O:16]1)=[N+:32]=[N-:33]. The catalyst class is: 16. (3) Reactant: [OH:1][C:2]1[CH:3]=[C:4]2[C:17](=[CH:18][CH:19]=1)[C:16]1[C:7](=[C:8]3[C:13](=[CH:14][CH:15]=1)[NH:12][C:11]([CH3:21])([CH3:20])[CH:10]=[C:9]3[CH3:22])[C:6](=[O:23])[O:5]2.[H-].[Na+].Cl[CH2:27][O:28][CH2:29][C:30]1[CH:35]=[CH:34][CH:33]=[CH:32][CH:31]=1. Product: [CH2:29]([O:28][CH2:27][O:1][C:2]1[CH:3]=[C:4]2[C:17](=[CH:18][CH:19]=1)[C:16]1[C:7](=[C:8]3[C:13](=[CH:14][CH:15]=1)[NH:12][C:11]([CH3:20])([CH3:21])[CH:10]=[C:9]3[CH3:22])[C:6](=[O:23])[O:5]2)[C:30]1[CH:35]=[CH:34][CH:33]=[CH:32][CH:31]=1. The catalyst class is: 9. (4) Reactant: [CH:1](=O)[CH:2]([CH3:4])[CH3:3].[CH3:6][O:7][C:8](=[O:12])[CH2:9][C:10]#[N:11].[OH-].[NH4+].C(O)(=O)C. Product: [CH3:6][O:7][C:8](=[O:12])[C:9]([C:10]#[N:11])=[CH:1][CH:2]([CH3:4])[CH3:3]. The catalyst class is: 11.